From a dataset of Peptide-MHC class I binding affinity with 185,985 pairs from IEDB/IMGT. Regression. Given a peptide amino acid sequence and an MHC pseudo amino acid sequence, predict their binding affinity value. This is MHC class I binding data. (1) The binding affinity (normalized) is 0.0180. The peptide sequence is VMNSNTLLSAW. The MHC is HLA-B54:01 with pseudo-sequence HLA-B54:01. (2) The peptide sequence is ILCGWHLLK. The MHC is HLA-A11:01 with pseudo-sequence HLA-A11:01. The binding affinity (normalized) is 0.873. (3) The peptide sequence is AVMRMGDL. The MHC is HLA-A02:01 with pseudo-sequence HLA-A02:01. The binding affinity (normalized) is 0. (4) The MHC is HLA-A02:19 with pseudo-sequence HLA-A02:19. The binding affinity (normalized) is 0.0847. The peptide sequence is AVEDFLAFF. (5) The peptide sequence is LATSIYTIER. The MHC is HLA-A33:01 with pseudo-sequence HLA-A33:01. The binding affinity (normalized) is 0.223. (6) The peptide sequence is TTIEDILPK. The MHC is HLA-A01:01 with pseudo-sequence HLA-A01:01. The binding affinity (normalized) is 0.0847.